This data is from Forward reaction prediction with 1.9M reactions from USPTO patents (1976-2016). The task is: Predict the product of the given reaction. Given the reactants [C:1]([O:5][C:6]([N:8]1[CH2:13][CH2:12][CH:11]([N:14]([C@H:20]([C:23]2[CH:28]=[CH:27][CH:26]=[CH:25][CH:24]=2)[CH2:21]O)[C:15]([NH:17][O:18][CH3:19])=[O:16])[CH2:10][CH2:9]1)=[O:7])([CH3:4])([CH3:3])[CH3:2].C(N(CC)CC)C.CS(Cl)(=O)=O, predict the reaction product. The product is: [C:1]([O:5][C:6]([N:8]1[CH2:13][CH2:12][CH:11]([N:14]2[C@H:20]([C:23]3[CH:24]=[CH:25][CH:26]=[CH:27][CH:28]=3)[CH2:21][O:16][C:15]2=[N:17][O:18][CH3:19])[CH2:10][CH2:9]1)=[O:7])([CH3:2])([CH3:3])[CH3:4].